Dataset: Catalyst prediction with 721,799 reactions and 888 catalyst types from USPTO. Task: Predict which catalyst facilitates the given reaction. (1) Reactant: Cl[C:2]1[CH:7]=[C:6]([O:8][C:9]2[C:18]3[C:13](=[CH:14][CH:15]=[CH:16][CH:17]=3)[C:12]([NH:19][C:20](=[O:26])[O:21][C:22]([CH3:25])([CH3:24])[CH3:23])=[CH:11][CH:10]=2)[CH:5]=[CH:4][N:3]=1.[N:27]1[CH:32]=[CH:31][CH:30]=[CH:29][C:28]=1[CH2:33][NH2:34].C([O-])([O-])=O.[Cs+].[Cs+].C1C=CC(P(C2C(C3C(P(C4C=CC=CC=4)C4C=CC=CC=4)=CC=C4C=3C=CC=C4)=C3C(C=CC=C3)=CC=2)C2C=CC=CC=2)=CC=1. Product: [N:27]1[CH:32]=[CH:31][CH:30]=[CH:29][C:28]=1[CH2:33][NH:34][C:2]1[CH:7]=[C:6]([O:8][C:9]2[C:18]3[C:13](=[CH:14][CH:15]=[CH:16][CH:17]=3)[C:12]([NH:19][C:20](=[O:26])[O:21][C:22]([CH3:23])([CH3:25])[CH3:24])=[CH:11][CH:10]=2)[CH:5]=[CH:4][N:3]=1. The catalyst class is: 62. (2) Reactant: [Cl:1][C:2]1[CH:7]=[CH:6][C:5]([C:8]2[S:9][C:10]([CH2:13][OH:14])=[CH:11]N=2)=[CH:4][CH:3]=1.[C:15]1(=O)[CH2:19][CH2:18][C:17](=[O:20])[CH2:16]1.[C:22]1(P(C2C=CC=CC=2)C2C=CC=CC=2)C=CC=CC=1.CC(OC(/N=N/C(OC(C)C)=O)=O)C. Product: [Cl:1][C:2]1[CH:7]=[CH:6][C:5]([C:8]2[S:9][C:10]([CH2:13][O:14][C:15]3[CH2:19][CH2:18][C:17](=[O:20])[CH:16]=3)=[CH:11][CH:22]=2)=[CH:4][CH:3]=1. The catalyst class is: 1. (3) Product: [CH3:1][C:2]1[C:6]([CH2:7][CH2:8][CH2:9][CH2:10][C:11]2[CH:12]=[CH:13][CH:14]=[CH:15][CH:16]=2)=[C:5]([C:17]2[CH:22]=[CH:21][C:20]([C:23]3[CH:28]=[CH:27][C:26]([C:29]4([C:32]([OH:34])=[O:33])[CH2:31][CH2:30]4)=[CH:25][CH:24]=3)=[CH:19][CH:18]=2)[O:4][N:3]=1. The catalyst class is: 582. Reactant: [CH3:1][C:2]1[C:6]([CH:7]=[CH:8][CH2:9][CH2:10][C:11]2[CH:16]=[CH:15][CH:14]=[CH:13][CH:12]=2)=[C:5]([C:17]2[CH:22]=[CH:21][C:20]([C:23]3[CH:28]=[CH:27][C:26]([C:29]4([C:32]([OH:34])=[O:33])[CH2:31][CH2:30]4)=[CH:25][CH:24]=3)=[CH:19][CH:18]=2)[O:4][N:3]=1.